From a dataset of Full USPTO retrosynthesis dataset with 1.9M reactions from patents (1976-2016). Predict the reactants needed to synthesize the given product. (1) Given the product [CH3:25][S:22]([C:19]1[CH:20]=[CH:21][C:16]([O:15][C:9]2[C:10]([C:13]#[N:14])=[N:11][CH:12]=[C:7]([S:26][C:27]3[CH:32]=[CH:31][CH:30]=[CH:29][N:28]=3)[CH:8]=2)=[CH:17][CH:18]=1)(=[O:24])=[O:23], predict the reactants needed to synthesize it. The reactants are: CN(C)C=O.Br[C:7]1[CH:8]=[C:9]([O:15][C:16]2[CH:21]=[CH:20][C:19]([S:22]([CH3:25])(=[O:24])=[O:23])=[CH:18][CH:17]=2)[C:10]([C:13]#[N:14])=[N:11][CH:12]=1.[SH:26][C:27]1[CH:32]=[CH:31][CH:30]=[CH:29][N:28]=1.[H-].[Na+]. (2) The reactants are: [C:1]([C:3]1[CH:4]=[C:5]([CH:8]=[CH:9][CH:10]=1)[CH2:6]Br)#[N:2].Cl.[CH3:12][O:13][C:14](=[O:17])[CH2:15][NH2:16].C([O-])(O)=O.[Na+].[Na+].[I-]. Given the product [CH3:12][O:13][C:14](=[O:17])[CH2:15][N:16]([CH2:6][C:5]1[CH:8]=[CH:9][CH:10]=[C:3]([C:1]#[N:2])[CH:4]=1)[CH2:6][C:5]1[CH:8]=[CH:9][CH:10]=[C:3]([C:1]#[N:2])[CH:4]=1, predict the reactants needed to synthesize it. (3) Given the product [F:28][C:25]([F:26])([F:27])[C:22]1[CH:21]=[CH:20][C:19]([S:16]([NH:8][C:9](=[O:15])[O:10][C:11]([CH3:12])([CH3:13])[CH3:14])(=[O:17])=[O:18])=[CH:24][CH:23]=1, predict the reactants needed to synthesize it. The reactants are: C([N:8]([S:16]([C:19]1[CH:24]=[CH:23][C:22]([C:25]([F:28])([F:27])[F:26])=[CH:21][CH:20]=1)(=[O:18])=[O:17])[C:9](=[O:15])[O:10][C:11]([CH3:14])([CH3:13])[CH3:12])C1C=CC=CC=1.CO.C(O)C. (4) Given the product [C:7]([C:6]1[CH:5]=[CH:4][S:3][C:2]=1[NH:1][C:11](=[O:17])[C:12]([O:14][CH2:15][CH3:16])=[O:13])(=[O:8])[NH2:9], predict the reactants needed to synthesize it. The reactants are: [NH2:1][C:2]1[S:3][CH:4]=[CH:5][C:6]=1[C:7]([NH2:9])=[O:8].Cl[C:11](=[O:17])[C:12]([O:14][CH2:15][CH3:16])=[O:13]. (5) Given the product [F:26][C:23]1[CH:24]=[CH:25][C:20]([CH2:19][CH2:18][O:17][CH2:16][C:15]2[NH:7][C:6](=[O:5])[C:8]3[CH:13]=[CH:12][CH:11]=[N:10][C:9]=3[N:14]=2)=[CH:21][CH:22]=1, predict the reactants needed to synthesize it. The reactants are: OO.C([OH:5])C.[C:6]([C:8]1[C:9]([NH:14][C:15](=O)[CH2:16][O:17][CH2:18][CH2:19][C:20]2[CH:25]=[CH:24][C:23]([F:26])=[CH:22][CH:21]=2)=[N:10][CH:11]=[CH:12][CH:13]=1)#[N:7].Cl. (6) Given the product [CH3:2][C:3]1([CH3:10])[CH2:8][CH2:7][CH2:6][CH:5]([NH:9][C:21](=[O:22])[O:23][CH2:24][C:25]2[CH:30]=[CH:29][CH:28]=[CH:27][CH:26]=2)[CH2:4]1, predict the reactants needed to synthesize it. The reactants are: Cl.[CH3:2][C:3]1([CH3:10])[CH2:8][CH2:7][CH2:6][CH:5]([NH2:9])[CH2:4]1.C(N(CC)C(C)C)(C)C.Cl[C:21]([O:23][CH2:24][C:25]1[CH:30]=[CH:29][CH:28]=[CH:27][CH:26]=1)=[O:22].